Dataset: Full USPTO retrosynthesis dataset with 1.9M reactions from patents (1976-2016). Task: Predict the reactants needed to synthesize the given product. (1) Given the product [CH3:1][S:2][CH2:9][C:10]1([C:13]([O:15][CH2:16][CH3:17])=[O:14])[CH2:11][CH2:12]1, predict the reactants needed to synthesize it. The reactants are: [CH3:1][S-:2].[Na+].CS(O[CH2:9][C:10]1([C:13]([O:15][CH2:16][CH3:17])=[O:14])[CH2:12][CH2:11]1)(=O)=O. (2) Given the product [Cl:34][C:35]1[CH:55]=[CH:54][CH:53]=[CH:52][C:36]=1[C:37]([NH:39][C@H:40]1[C:48]2[C:43](=[CH:44][CH:45]=[C:9]([C:7]([N:3]([CH:4]3[CH2:5][CH2:62][N:61]([C:64]([O:66][C:67]([CH3:70])([CH3:69])[CH3:68])=[O:65])[CH2:60][CH2:6]3)[CH3:2])=[O:17])[CH:47]=2)[CH2:42][CH2:41]1)=[O:38], predict the reactants needed to synthesize it. The reactants are: C[CH2:2][N:3]([CH:7]([CH3:9])C)[CH:4]([CH3:6])[CH3:5].CN(C([O:17]N1N=NC2C=CC=NC1=2)=[N+](C)C)C.F[P-](F)(F)(F)(F)F.[Cl:34][C:35]1[CH:55]=[CH:54][CH:53]=[CH:52][C:36]=1[C:37]([NH:39][C@H:40]1[C:48]2[C:43](=[CH:44][CH:45]=C(C(O)=O)[CH:47]=2)[CH2:42][CH2:41]1)=[O:38].CNC1C[CH2:62][N:61]([C:64]([O:66][C:67]([CH3:70])([CH3:69])[CH3:68])=[O:65])[CH2:60]C1. (3) The reactants are: [CH2:1]([N:4]1[C:9](=[O:10])[C:8]2[C:11](=[O:18])[CH:12]([Cl:17])[C:13](=[O:16])[N:14]([CH3:15])[C:7]=2[C:6]([C:19]2[CH:24]=[CH:23][CH:22]=[C:21]([N+:25]([O-:27])=[O:26])[CH:20]=2)=[N:5]1)[CH:2]=[CH2:3].[S:28](Cl)([C:31]1[CH:37]=[CH:36][C:34]([CH3:35])=[CH:33][CH:32]=1)(=[O:30])=[O:29]. Given the product [CH3:35][C:34]1[CH:36]=[CH:37][C:31]([S:28]([O:18][C:11]2[C:8]3[C:9](=[O:10])[N:4]([CH2:1][CH:2]=[CH2:3])[N:5]=[C:6]([C:19]4[CH:24]=[CH:23][CH:22]=[C:21]([N+:25]([O-:27])=[O:26])[CH:20]=4)[C:7]=3[N:14]([CH3:15])[C:13](=[O:16])[C:12]=2[Cl:17])(=[O:30])=[O:29])=[CH:32][CH:33]=1, predict the reactants needed to synthesize it.